From a dataset of Full USPTO retrosynthesis dataset with 1.9M reactions from patents (1976-2016). Predict the reactants needed to synthesize the given product. (1) Given the product [F:9][C:5]1[C:6]([NH2:8])=[N:7][C:2]([S:11][CH3:10])=[N:3][CH:4]=1, predict the reactants needed to synthesize it. The reactants are: Cl[C:2]1[N:7]=[C:6]([NH2:8])[C:5]([F:9])=[CH:4][N:3]=1.[CH3:10][S-:11].[Na+]. (2) Given the product [CH:11]1([C:14]2[N:18]=[C:17]([C:19]3[NH:20][C:21]4[C:26]([C:27]=3[CH:4]=[O:5])=[CH:25][C:24]([O:28][CH3:29])=[CH:23][CH:22]=4)[O:16][N:15]=2)[CH2:13][CH2:12]1, predict the reactants needed to synthesize it. The reactants are: CN([CH:4]=[O:5])C.O=P(Cl)(Cl)Cl.[CH:11]1([C:14]2[N:18]=[C:17]([C:19]3[NH:20][C:21]4[C:26]([CH:27]=3)=[CH:25][C:24]([O:28][CH3:29])=[CH:23][CH:22]=4)[O:16][N:15]=2)[CH2:13][CH2:12]1.[OH-].[Na+].